From a dataset of Reaction yield outcomes from USPTO patents with 853,638 reactions. Predict the reaction yield, written as a fraction of the theoretical maximum amount of product (1.0 means a 100% yield; for example, 0.34 means a 34% yield). (1) The reactants are [CH:1]([C:3]1[CH:4]=[C:5]([C:21]2[CH:26]=[CH:25][CH:24]=[CH:23][CH:22]=2)[N:6]([S:8]([C:11]2[CH:12]=[C:13]([CH:18]=[CH:19][CH:20]=2)[C:14]([O:16][CH3:17])=[O:15])(=[O:10])=[O:9])[CH:7]=1)=O.CO.[CH3:29][NH2:30].[BH4-].[Na+]. No catalyst specified. The product is [CH3:29][NH:30][CH2:1][C:3]1[CH:4]=[C:5]([C:21]2[CH:26]=[CH:25][CH:24]=[CH:23][CH:22]=2)[N:6]([S:8]([C:11]2[CH:12]=[C:13]([CH:18]=[CH:19][CH:20]=2)[C:14]([O:16][CH3:17])=[O:15])(=[O:10])=[O:9])[CH:7]=1. The yield is 0.490. (2) The reactants are [Cl:1][C:2]1[CH:3]=[CH:4][C:5]([N:22]2[CH2:27][CH2:26][CH2:25][CH2:24][CH2:23]2)=[C:6]([NH:8][C:9]([C:11]2[CH:12]=[N:13][N:14]3[CH:19]=[C:18]([O:20]C)[CH:17]=[N:16][C:15]=23)=[O:10])[CH:7]=1.C[S-].[Na+]. The catalyst is CN(C)C=O. The product is [Cl:1][C:2]1[CH:3]=[CH:4][C:5]([N:22]2[CH2:27][CH2:26][CH2:25][CH2:24][CH2:23]2)=[C:6]([NH:8][C:9]([C:11]2[CH:12]=[N:13][N:14]3[CH:19]=[C:18]([OH:20])[CH:17]=[N:16][C:15]=23)=[O:10])[CH:7]=1. The yield is 0.260. (3) The reactants are [S:1]([N:11]1[C:15]2=[N:16][CH:17]=[C:18]([CH2:20][NH:21][C:22]([C@@H:24]3[CH2:29][CH2:28][CH2:27][N:26]([C:30]([O:32][C:33]([CH3:36])([CH3:35])[CH3:34])=[O:31])[CH2:25]3)=S)[N:19]=[C:14]2[CH:13]=[CH:12]1)([C:4]1[CH:10]=[CH:9][C:7]([CH3:8])=[CH:6][CH:5]=1)(=[O:3])=[O:2]. The catalyst is O1CCOCC1.FC(F)(F)C([O-])=O.[Hg+2].FC(F)(F)C([O-])=O. The product is [S:1]([N:11]1[C:15]2[N:16]=[CH:17][C:18]3[N:19]([C:22]([C@@H:24]4[CH2:29][CH2:28][CH2:27][N:26]([C:30]([O:32][C:33]([CH3:36])([CH3:35])[CH3:34])=[O:31])[CH2:25]4)=[N:21][CH:20]=3)[C:14]=2[CH:13]=[CH:12]1)([C:4]1[CH:10]=[CH:9][C:7]([CH3:8])=[CH:6][CH:5]=1)(=[O:3])=[O:2]. The yield is 0.870. (4) The reactants are [CH:1]1[CH:2]=[CH:3][C:4]([C@@H:7]2[N:16]([C:17]([O:19][C@@H:20]3[CH:25]4[CH2:26][CH2:27][N:22]([CH2:23][CH2:24]4)[CH2:21]3)=[O:18])[CH2:15][CH2:14][C:13]3[CH:12]=[CH:11][CH:10]=[CH:9][C:8]2=3)=[CH:5][CH:6]=1.[C:28]([OH:35])(=[O:34])[CH2:29][CH2:30][C:31]([OH:33])=[O:32]. The catalyst is CCCCO. The product is [CH:1]1[CH:6]=[CH:5][C:4]([C@@H:7]2[N:16]([C:17]([O:19][C@@H:20]3[CH:25]4[CH2:24][CH2:23][N:22]([CH2:27][CH2:26]4)[CH2:21]3)=[O:18])[CH2:15][CH2:14][C:13]3[CH:12]=[CH:11][CH:10]=[CH:9][C:8]2=3)=[CH:3][CH:2]=1.[CH2:29]([C:28]([OH:35])=[O:34])[CH2:30][C:31]([OH:33])=[O:32]. The yield is 0.470. (5) The reactants are [OH:1][CH:2]([CH3:10])[C:3]([N:5]1[CH2:9][CH2:8][CH2:7][CH2:6]1)=[O:4].N1C=CN=C1.[Si:16](Cl)([C:19]([CH3:22])([CH3:21])[CH3:20])([CH3:18])[CH3:17]. The catalyst is CN(C=O)C.CN(C1C=CN=CC=1)C. The product is [C:19]([Si:16]([CH3:18])([CH3:17])[O:1][CH:2]([CH3:10])[C:3]([N:5]1[CH2:9][CH2:8][CH2:7][CH2:6]1)=[O:4])([CH3:22])([CH3:21])[CH3:20]. The yield is 0.860. (6) The reactants are [C:1]([O:10]C)(=O)[C:2]1[C:3](=[CH:5][CH:6]=[CH:7][CH:8]=1)[SH:4].[S:12]1[CH:16]=[CH:15][CH:14]=[C:13]1[C:17]1C=[N:23][CH:22]=[CH:21][C:18]=1C#N.[CH2:25]([N:27](CC)CC)[CH3:26]. The catalyst is C1(C)C=CC=CC=1. The product is [S:12]1[CH:16]=[CH:15][CH:14]=[C:13]1[C:17]1[CH:18]=[C:21]([C:22]2[S:4][C:3]3[CH:5]=[CH:6][CH:7]=[CH:8][C:2]=3[C:1](=[O:10])[N:23]=2)[CH:26]=[CH:25][N:27]=1. The yield is 0.300.